Dataset: Catalyst prediction with 721,799 reactions and 888 catalyst types from USPTO. Task: Predict which catalyst facilitates the given reaction. (1) Reactant: [C:1]([C:3]1[CH:11]=[CH:10][C:6]([C:7]([OH:9])=O)=[CH:5][CH:4]=1)#[N:2].N1(O)C2C=CC=CC=2N=N1.C1(N=C=N)CCCCC1.[CH:31]1([N:35]2[CH2:41][CH2:40][C:39]3[S:42][C:43]([CH:45]4[CH2:50][CH2:49][NH:48][CH2:47][CH2:46]4)=[N:44][C:38]=3[CH2:37][CH2:36]2)[CH2:34][CH2:33][CH2:32]1. Product: [CH:31]1([N:35]2[CH2:41][CH2:40][C:39]3[S:42][C:43]([CH:45]4[CH2:50][CH2:49][N:48]([C:7]([C:6]5[CH:5]=[CH:4][C:3]([C:1]#[N:2])=[CH:11][CH:10]=5)=[O:9])[CH2:47][CH2:46]4)=[N:44][C:38]=3[CH2:37][CH2:36]2)[CH2:32][CH2:33][CH2:34]1. The catalyst class is: 9. (2) Reactant: [C:1]([N:8]1[CH2:13][CH2:12][NH:11][CH2:10][CH2:9]1)([O:3][C:4]([CH3:7])([CH3:6])[CH3:5])=[O:2].[C:14]1([C:23]2[CH:28]=[CH:27][CH:26]=[CH:25][CH:24]=2)[CH:19]=[CH:18][C:17]([C:20](Cl)=[O:21])=[CH:16][CH:15]=1.C(N(C(C)C)CC)(C)C. Product: [C:14]1([C:23]2[CH:24]=[CH:25][CH:26]=[CH:27][CH:28]=2)[CH:15]=[CH:16][C:17]([C:20]([N:11]2[CH2:10][CH2:9][N:8]([C:1]([O:3][C:4]([CH3:7])([CH3:6])[CH3:5])=[O:2])[CH2:13][CH2:12]2)=[O:21])=[CH:18][CH:19]=1. The catalyst class is: 1.